Predict which catalyst facilitates the given reaction. From a dataset of Catalyst prediction with 721,799 reactions and 888 catalyst types from USPTO. (1) Reactant: Br[C:2]1[CH:3]=[C:4]([NH:16][C:17]2[C:26]3[C:21](=[CH:22][C:23]([F:28])=[CH:24][C:25]=3[F:27])[N:20]=[C:19]([C:29]3[CH:34]=[CH:33][CH:32]=[CH:31][N:30]=3)[C:18]=2[CH3:35])[C:5]([C:8]2[CH:13]=[CH:12][CH:11]=[CH:10][C:9]=2[O:14][CH3:15])=[N:6][CH:7]=1.C1(P(C2CCCCC2)C2(C(C)C)CC(C(C)C)=CC(C(C)C)=C2C2C=CC=CC=2)CCCCC1.CC(C1C=C(C(C)C)C(C2C=CC=CC=2P(C2CCCCC2)C2CCCCC2)=C(C(C)C)C=1)C.[NH:104]1[CH2:109][CH2:108][O:107][CH2:106][CH2:105]1.CC(C)([O-])C.[Na+]. Product: [F:27][C:25]1[CH:24]=[C:23]([F:28])[CH:22]=[C:21]2[C:26]=1[C:17]([NH:16][C:4]1[C:5]([C:8]3[CH:13]=[CH:12][CH:11]=[CH:10][C:9]=3[O:14][CH3:15])=[N:6][CH:7]=[C:2]([N:104]3[CH2:109][CH2:108][O:107][CH2:106][CH2:105]3)[CH:3]=1)=[C:18]([CH3:35])[C:19]([C:29]1[CH:34]=[CH:33][CH:32]=[CH:31][N:30]=1)=[N:20]2. The catalyst class is: 101. (2) Reactant: [C:1]1(=[O:7])[CH2:6][CH2:5][CH2:4][CH:3]=[CH:2]1.[CH2:8]([SH:24])[CH2:9][CH2:10][CH2:11][CH2:12][CH2:13][CH2:14][CH2:15][CH2:16][CH2:17][CH2:18][CH2:19][CH2:20][CH2:21][CH2:22][CH3:23]. Product: [CH2:8]([S:24][CH:3]1[CH2:4][CH2:5][CH2:6][C:1](=[O:7])[CH2:2]1)[CH2:9][CH2:10][CH2:11][CH2:12][CH2:13][CH2:14][CH2:15][CH2:16][CH2:17][CH2:18][CH2:19][CH2:20][CH2:21][CH2:22][CH3:23]. The catalyst class is: 821. (3) Reactant: C([O:3][C:4]([C:6]1[C:7]2[CH2:8][C@@H:9]3[CH2:21][C@@H:10]3[C:11]=2[N:12]([C:14]2[CH:19]=[C:18]([Cl:20])[CH:17]=[CH:16][N:15]=2)[N:13]=1)=[O:5])C.[Li+].[OH-].Cl. Product: [Cl:20][C:18]1[CH:17]=[CH:16][N:15]=[C:14]([N:12]2[C:11]3[C@H:10]4[CH2:21][C@H:9]4[CH2:8][C:7]=3[C:6]([C:4]([OH:5])=[O:3])=[N:13]2)[CH:19]=1. The catalyst class is: 38. (4) Reactant: C1(P(N=[N+]=[N-])(C2C=CC=CC=2)=[O:8])C=CC=CC=1.[Br:18][C:19]1[C:20](C(O)=O)=[CH:21][C:22]2[N:23]([CH:25]=[C:26]([C:28]3[CH:33]=[CH:32][CH:31]=[CH:30][CH:29]=3)[N:27]=2)[CH:24]=1.C([N:39]([CH2:42]C)CC)C.[C:44]([OH:48])([CH3:47])([CH3:46])[CH3:45]. Product: [C:44]([O:48][C:42](=[O:8])[NH:39][C:20]1[C:19]([Br:18])=[CH:24][N:23]2[CH:25]=[C:26]([C:28]3[CH:29]=[CH:30][CH:31]=[CH:32][CH:33]=3)[N:27]=[C:22]2[CH:21]=1)([CH3:47])([CH3:46])[CH3:45]. The catalyst class is: 13. (5) Reactant: [CH2:1]([O:8][C:9]1[CH:19]=[CH:18][C:12]2[CH2:13][CH2:14][NH:15][CH2:16][CH2:17][C:11]=2[CH:10]=1)[C:2]1[CH:7]=[CH:6][CH:5]=[CH:4][CH:3]=1.[C:20]1(=O)[CH2:23][CH2:22][CH2:21]1.C(O[BH-](OC(=O)C)OC(=O)C)(=O)C.[Na+].C(=O)([O-])[O-].[Na+].[Na+]. Product: [CH2:1]([O:8][C:9]1[CH:19]=[CH:18][C:12]2[CH2:13][CH2:14][N:15]([CH:20]3[CH2:23][CH2:22][CH2:21]3)[CH2:16][CH2:17][C:11]=2[CH:10]=1)[C:2]1[CH:3]=[CH:4][CH:5]=[CH:6][CH:7]=1. The catalyst class is: 676. (6) Reactant: Br[CH2:2][CH2:3][CH2:4][CH2:5][CH2:6][CH2:7][CH2:8][CH2:9][CH2:10][CH2:11][CH2:12][CH3:13].C([O-])([O-])=O.[K+].[K+].[OH:20][C:21]1[CH:22]=[C:23]([CH:28]=[C:29]([OH:32])[C:30]=1[OH:31])[C:24]([O:26][CH3:27])=[O:25].N#N. Product: [CH2:2]([O:20][C:21]1[CH:22]=[C:23]([CH:28]=[C:29]([O:32][CH2:13][CH2:12][CH2:11][CH2:10][CH2:9][CH2:8][CH2:7][CH2:6][CH2:5][CH2:4][CH2:3][CH3:2])[C:30]=1[O:31][CH2:13][CH2:12][CH2:11][CH2:10][CH2:9][CH2:8][CH2:7][CH2:6][CH2:5][CH2:4][CH2:3][CH3:2])[C:24]([O:26][CH3:27])=[O:25])[CH2:3][CH2:4][CH2:5][CH2:6][CH2:7][CH2:8][CH2:9][CH2:10][CH2:11][CH2:12][CH3:13]. The catalyst class is: 136.